This data is from Full USPTO retrosynthesis dataset with 1.9M reactions from patents (1976-2016). The task is: Predict the reactants needed to synthesize the given product. Given the product [F:33][C:31]1[CH:30]=[C:29]([F:34])[CH:28]=[C:27]2[C:32]=1[C:23]([NH:15][C:14]1[C:9]([C:6]3[CH:7]=[CH:8][C:3]([O:2][CH3:1])=[CH:4][CH:5]=3)=[N:10][CH:11]=[C:12]([N:16]3[CH2:21][CH2:20][O:19][CH2:18][CH2:17]3)[CH:13]=1)=[C:24]([CH3:42])[C:25]([C:35]1[CH:40]=[C:39]([CH3:41])[CH:38]=[CH:37][N:36]=1)=[N:26]2, predict the reactants needed to synthesize it. The reactants are: [CH3:1][O:2][C:3]1[CH:8]=[CH:7][C:6]([C:9]2[C:14]([NH2:15])=[CH:13][C:12]([N:16]3[CH2:21][CH2:20][O:19][CH2:18][CH2:17]3)=[CH:11][N:10]=2)=[CH:5][CH:4]=1.Cl[C:23]1[C:32]2[C:27](=[CH:28][C:29]([F:34])=[CH:30][C:31]=2[F:33])[N:26]=[C:25]([C:35]2[CH:40]=[C:39]([CH3:41])[CH:38]=[CH:37][N:36]=2)[C:24]=1[CH3:42].C1(P(C2CCCCC2)C2(C(C)C)CC(C(C)C)=CC(C(C)C)=C2C2C=CC=CC=2)CCCCC1.CC(C1C=C(C(C)C)C(C2C=CC=CC=2P(C2CCCCC2)C2CCCCC2)=C(C(C)C)C=1)C.CC(C)([O-])C.[Na+].